Task: Predict the reactants needed to synthesize the given product.. Dataset: Full USPTO retrosynthesis dataset with 1.9M reactions from patents (1976-2016) Given the product [C:12]([C:9]1[S:8][C:7]([NH:6][CH2:5][CH2:4][CH2:3][NH:2][C:20](=[O:25])[CH2:21][CH2:22][CH2:23][CH3:24])=[N:11][CH:10]=1)(=[O:13])[C:14]1[CH:19]=[CH:18][CH:17]=[CH:16][CH:15]=1, predict the reactants needed to synthesize it. The reactants are: Cl.[NH2:2][CH2:3][CH2:4][CH2:5][NH:6][C:7]1[S:8][C:9]([C:12]([C:14]2[CH:19]=[CH:18][CH:17]=[CH:16][CH:15]=2)=[O:13])=[CH:10][N:11]=1.[C:20](Cl)(=[O:25])[CH2:21][CH2:22][CH2:23][CH3:24].CCN(CC)CC.